Dataset: Forward reaction prediction with 1.9M reactions from USPTO patents (1976-2016). Task: Predict the product of the given reaction. (1) Given the reactants [Cl:1][C:2]1[N:3]=[CH:4][N:5]([C:7]2[CH:12]=[CH:11][C:10]([NH:13][C:14]3[N:15]=[C:16]([N:29]([CH3:31])[CH3:30])[C:17]4[CH2:22][CH2:21][CH:20]([C:23]5[CH:28]=[CH:27][CH:26]=[CH:25][CH:24]=5)[C:18]=4[N:19]=3)=[CH:9][C:8]=2[O:32][CH3:33])[CH:6]=1, predict the reaction product. The product is: [Cl:1][C:2]1[N:3]=[CH:4][N:5]([C:7]2[CH:12]=[CH:11][C:10]([NH:13][C:14]3[N:15]=[C:16]([N:29]([CH3:30])[CH3:31])[C:17]4[CH2:22][CH2:21][C@H:20]([C:23]5[CH:28]=[CH:27][CH:26]=[CH:25][CH:24]=5)[C:18]=4[N:19]=3)=[CH:9][C:8]=2[O:32][CH3:33])[CH:6]=1. (2) Given the reactants Br[C:2]1[C:6]2[C:7](=[O:23])[N:8]([CH2:11][CH2:12][C:13]3[CH:22]=[CH:21][C:20]4[C:15](=[CH:16][CH:17]=[CH:18][CH:19]=4)[N:14]=3)[CH:9]=[CH:10][C:5]=2[S:4][CH:3]=1.[CH3:24][O:25][C:26]1[CH:27]=[N:28][CH:29]=[CH:30][C:31]=1B(O)O.C([O-])([O-])=O.[Na+].[Na+].Cl, predict the reaction product. The product is: [CH3:24][O:25][C:26]1[CH:27]=[N:28][CH:29]=[CH:30][C:31]=1[C:2]1[C:6]2[C:7](=[O:23])[N:8]([CH2:11][CH2:12][C:13]3[CH:22]=[CH:21][C:20]4[C:15](=[CH:16][CH:17]=[CH:18][CH:19]=4)[N:14]=3)[CH:9]=[CH:10][C:5]=2[S:4][CH:3]=1. (3) Given the reactants Cl[C:2]1[C:11]2[C:6](=[CH:7][C:8]([F:13])=[CH:9][C:10]=2[F:12])[N:5]=[C:4]([N:14]2[CH2:19][CH2:18][N:17]([C:20]([O:22][C:23]([CH3:26])([CH3:25])[CH3:24])=[O:21])[CH2:16][CH2:15]2)[C:3]=1[CH3:27].[O:28]1[CH2:33][CH2:32][N:31]([C:34]2[CH:35]=[C:36]3[NH:42][CH2:41][C:40]4([CH2:47][CH2:46][O:45][CH2:44][CH2:43]4)[C:37]3=[N:38][CH:39]=2)[CH2:30][CH2:29]1, predict the reaction product. The product is: [F:12][C:10]1[CH:9]=[C:8]([F:13])[CH:7]=[C:6]2[C:11]=1[C:2]([N:42]1[C:36]3[C:37](=[N:38][CH:39]=[C:34]([N:31]4[CH2:32][CH2:33][O:28][CH2:29][CH2:30]4)[CH:35]=3)[C:40]3([CH2:47][CH2:46][O:45][CH2:44][CH2:43]3)[CH2:41]1)=[C:3]([CH3:27])[C:4]([N:14]1[CH2:15][CH2:16][N:17]([C:20]([O:22][C:23]([CH3:25])([CH3:26])[CH3:24])=[O:21])[CH2:18][CH2:19]1)=[N:5]2. (4) Given the reactants [CH2:1]([C:5]1[N:6]=[C:7]([CH3:27])[NH:8][C:9](=[O:26])[C:10]=1[CH2:11][C:12]1[CH:17]=[CH:16][C:15]([C:18]2[C:19]([C:24]#[N:25])=[CH:20][CH:21]=[CH:22][CH:23]=2)=[CH:14][CH:13]=1)[CH2:2][CH2:3][CH3:4].N(C(N1CCCCC1)=O)=NC(N1CCCCC1)=O.C(P(CCCC)CCCC)CCC.[Cl:59][C:60]1[CH:61]=[CH:62][C:63]2[S:67][CH:66]=[C:65]([CH2:68]O)[C:64]=2[CH:70]=1, predict the reaction product. The product is: [CH2:1]([C:5]1[N:6]=[C:7]([CH3:27])[N:8]([CH2:68][C:65]2[C:64]3[CH:70]=[C:60]([Cl:59])[CH:61]=[CH:62][C:63]=3[S:67][CH:66]=2)[C:9](=[O:26])[C:10]=1[CH2:11][C:12]1[CH:17]=[CH:16][C:15]([C:18]2[C:19]([C:24]#[N:25])=[CH:20][CH:21]=[CH:22][CH:23]=2)=[CH:14][CH:13]=1)[CH2:2][CH2:3][CH3:4]. (5) Given the reactants C(OC(=O)[N:7]([C:17]1([C:20]([N:22]2[C:31]3[C:26](=[CH:27][CH:28]=[CH:29][CH:30]=3)[N:25]([CH:32]3[CH2:34][CH2:33]3)[CH2:24][CH2:23]2)=[O:21])[CH2:19][CH2:18]1)[CH2:8][C:9]1[CH:14]=[C:13]([Cl:15])[CH:12]=[CH:11][C:10]=1[Cl:16])(C)(C)C.Cl, predict the reaction product. The product is: [CH:32]1([N:25]2[C:26]3[C:31](=[CH:30][CH:29]=[CH:28][CH:27]=3)[N:22]([C:20]([C:17]3([NH:7][CH2:8][C:9]4[CH:14]=[C:13]([Cl:15])[CH:12]=[CH:11][C:10]=4[Cl:16])[CH2:19][CH2:18]3)=[O:21])[CH2:23][CH2:24]2)[CH2:33][CH2:34]1. (6) Given the reactants C(N(C(C)C)CC)(C)C.[C:10]([O:14][C:15]([NH:17][C@@H:18]([C:21]([O:23][CH3:24])=[O:22])[CH2:19][SH:20])=[O:16])([CH3:13])([CH3:12])[CH3:11].[N+:25](/[CH:28]=[CH:29]/[C:30]1[CH:35]=[CH:34][CH:33]=[CH:32][CH:31]=1)([O-:27])=[O:26], predict the reaction product. The product is: [C:10]([O:14][C:15]([NH:17][C@@H:18]([C:21]([O:23][CH3:24])=[O:22])[CH2:19][S:20][CH:29]([C:30]1[CH:35]=[CH:34][CH:33]=[CH:32][CH:31]=1)[CH2:28][N+:25]([O-:27])=[O:26])=[O:16])([CH3:13])([CH3:12])[CH3:11]. (7) Given the reactants Cl[C:2]1[C:11]2[C:6](=[C:7]([CH3:14])[C:8]([O:12][CH3:13])=[CH:9][CH:10]=2)[CH:5]=[C:4]([NH:15][C:16]2[CH:20]=[C:19]([CH3:21])[NH:18][N:17]=2)[N:3]=1, predict the reaction product. The product is: [CH:8]([O:12][C:2]1[C:11]2[C:6](=[C:7]([CH3:14])[C:8]([O:12][CH3:13])=[CH:9][CH:10]=2)[CH:5]=[C:4]([NH:15][C:16]2[CH:20]=[C:19]([CH3:21])[NH:18][N:17]=2)[N:3]=1)([CH3:9])[CH3:7]. (8) Given the reactants [CH2:1]([O:5][C:6]1[CH:7]=[N:8][CH:9]=[C:10]([CH:15]=1)[C:11]([O:13][CH3:14])=[O:12])[CH:2]([CH3:4])[CH3:3].NC(N)=[O:18].OO.FC(F)(F)C(OC(=O)C(F)(F)F)=O.C(=O)([O-])O.[Na+], predict the reaction product. The product is: [CH2:1]([O:5][C:6]1[CH:7]=[N+:8]([O-:18])[CH:9]=[C:10]([C:11]([O:13][CH3:14])=[O:12])[CH:15]=1)[CH:2]([CH3:4])[CH3:3]. (9) Given the reactants [Cl:1][C:2]1[CH:3]=[C:4]([CH:9]([CH:17]([OH:24])[C:18]2[CH:23]=[CH:22][CH:21]=[CH:20][CH:19]=2)[CH2:10][NH:11][C:12](=O)OCC)[CH:5]=[CH:6][C:7]=1[Cl:8], predict the reaction product. The product is: [Cl:1][C:2]1[CH:3]=[C:4]([CH:9]([CH2:10][NH:11][CH3:12])[CH:17]([C:18]2[CH:19]=[CH:20][CH:21]=[CH:22][CH:23]=2)[OH:24])[CH:5]=[CH:6][C:7]=1[Cl:8].